Dataset: Full USPTO retrosynthesis dataset with 1.9M reactions from patents (1976-2016). Task: Predict the reactants needed to synthesize the given product. (1) Given the product [I:1][C:2]1[C:3]2[C:4](=[CH:8][N:9]([CH2:12][CH2:13][O:14][CH:15]3[CH2:20][CH2:19][CH2:18][CH2:17][O:16]3)[N:10]=2)[N:5]=[CH:6][CH:7]=1.[I:1][C:2]1[CH:7]=[CH:6][N:5]=[C:4]2[CH:8]=[N:9][N:10]([CH2:12][CH2:13][O:14][CH:15]3[CH2:20][CH2:19][CH2:18][CH2:17][O:16]3)[C:3]=12, predict the reactants needed to synthesize it. The reactants are: [I:1][C:2]1[C:3]2[C:4](=[CH:8][NH:9][N:10]=2)[N:5]=[CH:6][CH:7]=1.Br[CH2:12][CH2:13][O:14][CH:15]1[CH2:20][CH2:19][CH2:18][CH2:17][O:16]1.C([O-])([O-])=O.[Cs+].[Cs+]. (2) Given the product [Cl:6][C:7]1[CH:12]=[CH:11][CH:10]=[CH:9][C:8]=1[CH2:13][N:14]1[C:15]([OH:35])=[C:16]([C:31]([NH:5][CH2:4][CH2:3][O:2][CH3:1])=[O:32])[C:17]([OH:30])=[C:18]([C:21]([NH:23][CH2:24][C:25]([OH:27])=[O:26])=[O:22])[C:19]1=[O:20], predict the reactants needed to synthesize it. The reactants are: [CH3:1][O:2][CH2:3][CH2:4][NH2:5].[Cl:6][C:7]1[CH:12]=[CH:11][CH:10]=[CH:9][C:8]=1[CH2:13][N:14]1[C:19](=[O:20])[C:18]([C:21]([NH:23][CH2:24][C:25]([O:27]CC)=[O:26])=[O:22])=[C:17]([OH:30])[C:16]([C:31](OC)=[O:32])=[C:15]1[OH:35]. (3) The reactants are: [Si:1]([O:8][C@@H:9]1[CH2:13][C@@H:12]([CH2:14][O:15][C:16]([C:33]2[CH:38]=[CH:37][CH:36]=[CH:35][CH:34]=2)([C:25]2[CH:30]=[CH:29][C:28]([O:31][CH3:32])=[CH:27][CH:26]=2)[C:17]2[CH:22]=[CH:21][C:20]([O:23][CH3:24])=[CH:19][CH:18]=2)[O:11][C@H:10]1[N:39]1[CH:46]=[CH:45][C:43]([NH2:44])=[N:42][C:40]1=[O:41])([C:4]([CH3:7])([CH3:6])[CH3:5])([CH3:3])[CH3:2].[C:47](Cl)([C:62]1[CH:67]=[CH:66][CH:65]=[CH:64][CH:63]=1)([C:56]1[CH:61]=[CH:60][CH:59]=[CH:58][CH:57]=1)[C:48]1[CH:55]=[CH:54][C:51]([O:52][CH3:53])=[CH:50][CH:49]=1.N1C(C)=CC(C)=CC=1C. Given the product [Si:1]([O:8][C@@H:9]1[CH2:13][C@@H:12]([CH2:14][O:15][C:16]([C:33]2[CH:38]=[CH:37][CH:36]=[CH:35][CH:34]=2)([C:25]2[CH:30]=[CH:29][C:28]([O:31][CH3:32])=[CH:27][CH:26]=2)[C:17]2[CH:18]=[CH:19][C:20]([O:23][CH3:24])=[CH:21][CH:22]=2)[O:11][C@H:10]1[N:39]1[CH:46]=[CH:45][C:43]([NH:44][C:47]([C:62]2[CH:67]=[CH:66][CH:65]=[CH:64][CH:63]=2)([C:56]2[CH:61]=[CH:60][CH:59]=[CH:58][CH:57]=2)[C:48]2[CH:49]=[CH:50][C:51]([O:52][CH3:53])=[CH:54][CH:55]=2)=[N:42][C:40]1=[O:41])([C:4]([CH3:7])([CH3:5])[CH3:6])([CH3:2])[CH3:3], predict the reactants needed to synthesize it. (4) Given the product [Cl:30][C:24]1[N:23]=[CH:22][C:21]2[CH2:20][N:7]([C:8]3[C:13]([F:14])=[C:12]([O:15][CH3:16])[CH:11]=[C:10]([O:17][CH3:18])[C:9]=3[F:19])[C:6](=[O:31])[N:5]([CH2:4][CH:1]3[CH2:3][CH2:2]3)[C:26]=2[C:25]=1[C:28]#[N:29], predict the reactants needed to synthesize it. The reactants are: [CH:1]1([CH2:4][NH:5][C:6](=[O:31])[N:7]([CH2:20][C:21]2[CH:22]=[N:23][C:24]([Cl:30])=[C:25]([C:28]#[N:29])[C:26]=2Cl)[C:8]2[C:13]([F:14])=[C:12]([O:15][CH3:16])[CH:11]=[C:10]([O:17][CH3:18])[C:9]=2[F:19])[CH2:3][CH2:2]1.C(=O)([O-])[O-].[K+].[K+]. (5) The reactants are: [F:1][C:2]([F:20])([F:19])[C:3]1[CH:8]=[CH:7][C:6]([CH:9]2[C:18]3[C:13](=[CH:14][CH:15]=[CH:16][CH:17]=3)[CH2:12][CH2:11][NH:10]2)=[CH:5][CH:4]=1.[C:21](Cl)(=[O:33])[O:22][C@@H:23]1[CH2:28][C@H:27]([CH3:29])[CH2:26][CH2:25][C@H:24]1[CH:30]([CH3:32])[CH3:31].O. Given the product [F:20][C:2]([F:1])([F:19])[C:3]1[CH:4]=[CH:5][C:6]([CH:9]2[C:18]3[C:13](=[CH:14][CH:15]=[CH:16][CH:17]=3)[CH2:12][CH2:11][N:10]2[C:21]([O:22][C@@H:23]2[CH2:28][C@H:27]([CH3:29])[CH2:26][CH2:25][C@H:24]2[CH:30]([CH3:32])[CH3:31])=[O:33])=[CH:7][CH:8]=1, predict the reactants needed to synthesize it. (6) Given the product [CH3:14][O:15][C:16](=[O:23])[CH:17]([N:18]1[CH:22]=[CH:21][CH:20]=[CH:19]1)[CH2:12][C:7]1[C:6]2[C:11](=[C:2]([Br:1])[CH:3]=[CH:4][CH:5]=2)[CH:10]=[CH:9][CH:8]=1, predict the reactants needed to synthesize it. The reactants are: [Br:1][C:2]1[C:11]2[C:6](=[C:7]([CH2:12]Br)[CH:8]=[CH:9][CH:10]=2)[CH:5]=[CH:4][CH:3]=1.[CH3:14][O:15][C:16](=[O:23])[CH2:17][N:18]1[CH:22]=[CH:21][CH:20]=[CH:19]1.[Li]N([Si](C)(C)C)[Si](C)(C)C. (7) Given the product [CH2:1]([NH:4][C:5]1[C:9]([C:10](=[O:12])[CH:11]=[CH2:25])=[CH:8][N:7]([CH2:13][C:14]2[CH:15]=[CH:16][C:17]([O:20][CH3:21])=[CH:18][CH:19]=2)[N:6]=1)[CH:2]=[CH2:3], predict the reactants needed to synthesize it. The reactants are: [CH2:1]([NH:4][C:5]1[C:9]([C:10](=[O:12])[CH3:11])=[CH:8][N:7]([CH2:13][C:14]2[CH:19]=[CH:18][C:17]([O:20][CH3:21])=[CH:16][CH:15]=2)[N:6]=1)[CH:2]=[CH2:3].C=O.F[C:25](F)(F)C([O-])=O.C([NH2+]C(C)C)(C)C.C(O)(C(F)(F)F)=O.Cl. (8) Given the product [CH3:28][CH:13]([CH2:12][CH2:11][O:10][C:7]1[CH:8]=[CH:9][C:4]([C:3]2[N:29]=[C:32]([C:31]([F:42])([F:41])[F:30])[O:1][N:2]=2)=[CH:5][CH:6]=1)[CH2:14][CH2:15][N:16]1[CH2:20][CH2:19][N:18]([C:21]2[CH:22]=[CH:23][N:24]=[CH:25][CH:26]=2)[C:17]1=[O:27], predict the reactants needed to synthesize it. The reactants are: [OH:1][NH:2][C:3](=[NH:29])[C:4]1[CH:9]=[CH:8][C:7]([O:10][CH2:11][CH2:12][CH:13]([CH3:28])[CH2:14][CH2:15][N:16]2[CH2:20][CH2:19][N:18]([C:21]3[CH:26]=[CH:25][N:24]=[CH:23][CH:22]=3)[C:17]2=[O:27])=[CH:6][CH:5]=1.[F:30][C:31]([F:42])([F:41])[C:32](O[C:32](=O)[C:31]([F:42])([F:41])[F:30])=O. (9) Given the product [CH3:1][O:2][C:3](=[O:26])[CH2:4][C:5]1[CH:10]=[CH:9][CH:8]=[C:7]([O:11][C:12]2[CH:17]=[CH:16][C:15]([C:29]3[CH:28]=[N:27][CH:32]=[CH:31][CH:30]=3)=[CH:14][C:13]=2[CH2:19][N:20]2[CH2:24][CH2:23][O:22][C:21]2=[O:25])[CH:6]=1, predict the reactants needed to synthesize it. The reactants are: [CH3:1][O:2][C:3](=[O:26])[CH2:4][C:5]1[CH:10]=[CH:9][CH:8]=[C:7]([O:11][C:12]2[CH:17]=[CH:16][C:15](Br)=[CH:14][C:13]=2[CH2:19][N:20]2[CH2:24][CH2:23][O:22][C:21]2=[O:25])[CH:6]=1.[N:27]1[CH:32]=[CH:31][CH:30]=[C:29](B(O)O)[CH:28]=1. (10) Given the product [Cl:1][C:2]1[CH:3]=[CH:4][C:5]2[O:9][C:8](=[O:10])[N:7]([CH2:11][C:12]([OH:14])=[O:13])[C:6]=2[CH:19]=1, predict the reactants needed to synthesize it. The reactants are: [Cl:1][C:2]1[CH:3]=[CH:4][C:5]2[O:9][C:8](=[O:10])[N:7]([CH2:11][C:12]([O:14]C(C)(C)C)=[O:13])[C:6]=2[CH:19]=1.C(O)(C(F)(F)F)=O.